From a dataset of Forward reaction prediction with 1.9M reactions from USPTO patents (1976-2016). Predict the product of the given reaction. (1) Given the reactants [CH3:1][C@@H:2]1[O:9][C:7](=[O:8])[C@H:6]([CH3:10])[O:5][C:3]1=[O:4].[C:11]1(=[O:18])[O:17][CH2:16][CH2:15][CH2:14][CH2:13][CH2:12]1.N(CCO)(CCO)CCO, predict the reaction product. The product is: [CH3:1][C@@H:2]1[O:9][C:7](=[O:8])[C@H:6]([CH3:10])[O:5][C:3]1=[O:4].[C:11]1(=[O:18])[O:17][CH2:16][CH2:15][CH2:14][CH2:13][CH2:12]1. (2) The product is: [CH2:29]([C:31]1[N:32]([C:2]2[N:3]=[C:4]([N:23]3[CH2:24][CH2:25][O:26][CH2:27][CH2:28]3)[C:5]3[N:10]=[C:9]([C:11]([N:13]4[CH2:14][CH2:15][CH:16]([C:19]([OH:22])([CH3:20])[CH3:21])[CH2:17][CH2:18]4)=[O:12])[S:8][C:6]=3[N:7]=2)[C:33]2[CH:39]=[CH:38][CH:37]=[CH:36][C:34]=2[N:35]=1)[CH3:30]. Given the reactants Cl[C:2]1[N:3]=[C:4]([N:23]2[CH2:28][CH2:27][O:26][CH2:25][CH2:24]2)[C:5]2[N:10]=[C:9]([C:11]([N:13]3[CH2:18][CH2:17][CH:16]([C:19]([OH:22])([CH3:21])[CH3:20])[CH2:15][CH2:14]3)=[O:12])[S:8][C:6]=2[N:7]=1.[CH2:29]([C:31]1[NH:32][C:33]2[CH:39]=[CH:38][CH:37]=[CH:36][C:34]=2[N:35]=1)[CH3:30].CC(C1C=C(C(C)C)C(C2C=CC=CC=2P(C2CCCCC2)C2CCCCC2)=C(C(C)C)C=1)C.C([O-])([O-])=O.[Cs+].[Cs+], predict the reaction product. (3) Given the reactants F[C:2]1[CH:7]=[CH:6][C:5]([N+:8]([O-:10])=[O:9])=[CH:4][CH:3]=1.C([O-])([O-])=O.[K+].[K+].[CH3:17][C@H:18]1[CH2:23][NH:22][CH2:21][CH2:20][N:19]1[C:24]([O:26][C:27]([CH3:30])([CH3:29])[CH3:28])=[O:25], predict the reaction product. The product is: [CH3:17][C@H:18]1[CH2:23][N:22]([C:2]2[CH:7]=[CH:6][C:5]([N+:8]([O-:10])=[O:9])=[CH:4][CH:3]=2)[CH2:21][CH2:20][N:19]1[C:24]([O:26][C:27]([CH3:28])([CH3:30])[CH3:29])=[O:25]. (4) The product is: [ClH:28].[ClH:28].[CH3:1][O:2][C:3]1[CH:4]=[CH:5][C:6]([CH2:9][C:10]([N:12]2[CH2:13][CH2:14][C:15]3([CH2:18][NH:17][CH2:16]3)[CH2:26][CH2:27]2)=[O:11])=[N:7][CH:8]=1. Given the reactants [CH3:1][O:2][C:3]1[CH:4]=[CH:5][C:6]([CH2:9][C:10]([N:12]2[CH2:27][CH2:26][C:15]3([CH2:18][N:17](C(OC(C)(C)C)=O)[CH2:16]3)[CH2:14][CH2:13]2)=[O:11])=[N:7][CH:8]=1.[ClH:28], predict the reaction product. (5) Given the reactants [N+:1]([C:4]1[CH:21]=[C:20]([N+:22]([O-:24])=[O:23])[CH:19]=[CH:18][C:5]=1[O:6][N:7]1C(=O)C2C(=CC=CC=2)C1=O)([O-:3])=[O:2].C(Cl)Cl.O.NN.Cl, predict the reaction product. The product is: [N+:1]([C:4]1[CH:21]=[C:20]([N+:22]([O-:24])=[O:23])[CH:19]=[CH:18][C:5]=1[O:6][NH2:7])([O-:3])=[O:2]. (6) Given the reactants [C:1]([O:5][C:6]([NH:8][C:9]([NH:18][C@@H:19]1[CH2:24][CH2:23][CH2:22][CH2:21][C@@H:20]1[NH:25][C:26]1[C:35]2[C:30](=[CH:31][CH:32]=[C:33]([CH3:36])[CH:34]=2)[N:29]=[C:28]([C:37](O)=[O:38])[N:27]=1)=[N:10][C:11]([O:13][C:14]([CH3:17])([CH3:16])[CH3:15])=[O:12])=[O:7])([CH3:4])([CH3:3])[CH3:2].[CH3:40][O:41][C:42]1[CH:48]=[CH:47][C:45]([NH2:46])=[CH:44][CH:43]=1.Cl.CN(C)CCCN=C=NCC.ON1C2C=CC=CC=2N=N1, predict the reaction product. The product is: [C:1]([O:5][C:6]([NH:8][C:9]([NH:18][C@@H:19]1[CH2:24][CH2:23][CH2:22][CH2:21][C@@H:20]1[NH:25][C:26]1[C:35]2[C:30](=[CH:31][CH:32]=[C:33]([CH3:36])[CH:34]=2)[N:29]=[C:28]([C:37]([NH:46][C:45]2[CH:47]=[CH:48][C:42]([O:41][CH3:40])=[CH:43][CH:44]=2)=[O:38])[N:27]=1)=[N:10][C:11]([O:13][C:14]([CH3:15])([CH3:16])[CH3:17])=[O:12])=[O:7])([CH3:2])([CH3:4])[CH3:3]. (7) Given the reactants [Se](=O)=O.[Cl:4][C:5]1[C:6]([CH2:15][O:16][CH3:17])=[CH:7][CH:8]=[C:9]2[C:14]=1[N:13]=[CH:12][CH:11]=[CH:10]2.[O:18]1CCOC[CH2:19]1, predict the reaction product. The product is: [Cl:4][C:5]1[C:6]([CH2:15][O:16][CH3:17])=[CH:7][CH:8]=[C:9]2[C:14]=1[N:13]=[C:12]([CH:19]=[O:18])[CH:11]=[CH:10]2. (8) Given the reactants [Cl:1][C:2]1[CH:7]=[C:6]([NH:8][C:9]2[CH:14]=[CH:13][C:12]([F:15])=[CH:11][C:10]=2[F:16])[CH:5]=[CH:4][C:3]=1[C:17]([C:19]1[CH:24]=[C:23]([C:25]2[N:26]=[N:27][N:28](CCOC3CCCCO3)[CH:29]=2)[CH:22]=[CH:21][C:20]=1[CH3:39])=[O:18].ClC1C=C(NC2C=CC(F)=CC=2F)C=CC=1C(C1C=C(C#C)C=CC=1C)=O.N([CH2:70][CH2:71][CH2:72][S:73]([NH2:76])(=[O:75])=[O:74])=[N+]=[N-], predict the reaction product. The product is: [Cl:1][C:2]1[CH:7]=[C:6]([NH:8][C:9]2[CH:14]=[CH:13][C:12]([F:15])=[CH:11][C:10]=2[F:16])[CH:5]=[CH:4][C:3]=1[C:17]([C:19]1[CH:24]=[C:23]([C:25]2[N:26]=[N:27][N:28]([CH2:70][CH2:71][CH2:72][S:73]([NH2:76])(=[O:75])=[O:74])[CH:29]=2)[CH:22]=[CH:21][C:20]=1[CH3:39])=[O:18]. (9) Given the reactants [Br:1][C:2]1[CH:3]=[CH:4][C:5]2[O:14][CH2:13][CH2:12][N:11]3[C:7](=[N:8][C:9](I)=[CH:10]3)[C:6]=2[CH:16]=1.[CH3:17][C:18]1[C:19]([Sn](CCCC)(CCCC)CCCC)=[N:20][CH:21]=[CH:22][CH:23]=1, predict the reaction product. The product is: [Br:1][C:2]1[CH:3]=[CH:4][C:5]2[O:14][CH2:13][CH2:12][N:11]3[C:7](=[N:8][C:9]([C:19]4[C:18]([CH3:17])=[CH:23][CH:22]=[CH:21][N:20]=4)=[CH:10]3)[C:6]=2[CH:16]=1. (10) Given the reactants Br[CH:2]1[NH:7][CH2:6][CH2:5][N:4]([C:8]2[CH:13]=[CH:12][C:11]([CH3:14])=[CH:10][CH:9]=2)[CH2:3]1.[CH3:15][C:16]([CH3:20])([CH3:19])[CH:17]=[O:18].[CH3:21][N:22]1[CH2:27][CH2:26][NH:25][CH2:24][CH2:23]1, predict the reaction product. The product is: [CH3:15][C:16]([CH3:20])([C:17]([N:7]1[CH2:6][CH2:5][N:4]([C:8]2[CH:13]=[CH:12][C:11]([CH3:14])=[CH:10][CH:9]=2)[CH2:3][CH2:2]1)=[O:18])[CH2:19][N:25]1[CH2:26][CH2:27][N:22]([CH3:21])[CH2:23][CH2:24]1.